From a dataset of Full USPTO retrosynthesis dataset with 1.9M reactions from patents (1976-2016). Predict the reactants needed to synthesize the given product. (1) Given the product [CH3:1][C:2]1([CH3:23])[CH2:11][C:10]([CH3:12])([CH3:13])[C:9]2[C:4](=[CH:5][CH:6]=[C:7]([CH:14]([CH2:18][CH2:19][CH2:20][CH2:21][CH3:22])[CH2:15][OH:16])[CH:8]=2)[O:3]1, predict the reactants needed to synthesize it. The reactants are: [CH3:1][C:2]1([CH3:23])[CH2:11][C:10]([CH3:13])([CH3:12])[C:9]2[C:4](=[CH:5][CH:6]=[C:7]([CH:14]([CH2:18][CH2:19][CH2:20][CH2:21][CH3:22])[C:15](O)=[O:16])[CH:8]=2)[O:3]1.B.C1COCC1. (2) The reactants are: [CH2:1]([C:5]1=[CH:6][N:7]([C:24]([CH3:27])([CH3:26])[CH3:25])[S:8]/[C:9]/1=[N:10]\[C:11]([C@:13]1([CH3:23])[CH2:17][CH2:16][C@H:15]([C:18]([OH:20])=O)[C:14]1([CH3:22])[CH3:21])=[O:12])[CH2:2][CH2:3][CH3:4].Cl.[F:29][C:30]1([F:34])[CH2:33][NH:32][CH2:31]1. Given the product [CH2:1]([C:5]1=[CH:6][N:7]([C:24]([CH3:25])([CH3:26])[CH3:27])[S:8]/[C:9]/1=[N:10]\[C:11]([C@:13]1([CH3:23])[CH2:17][CH2:16][C@H:15]([C:18]([N:32]2[CH2:33][C:30]([F:34])([F:29])[CH2:31]2)=[O:20])[C:14]1([CH3:21])[CH3:22])=[O:12])[CH2:2][CH2:3][CH3:4], predict the reactants needed to synthesize it. (3) Given the product [F:49][C:50]([F:54])([F:53])[CH2:51][NH:52][C:3]([C:5]1[CH:10]=[N:9][C:8]([O:11][CH2:12][C:13]2[C:14]([C:18]3[CH:19]=[CH:20][C:21]([F:24])=[CH:22][CH:23]=3)=[N:15][O:16][CH:17]=2)=[CH:7][N:6]=1)=[O:4], predict the reactants needed to synthesize it. The reactants are: CO[C:3]([C:5]1[CH:10]=[N:9][C:8]([O:11][CH2:12][C:13]2[C:14]([C:18]3[CH:23]=[CH:22][C:21]([F:24])=[CH:20][CH:19]=3)=[N:15][O:16][CH:17]=2)=[CH:7][N:6]=1)=[O:4].COC(C1C=NC(NCC2C(C3C=CC=CC=3)=NOC=2C)=CN=1)=O.[F:49][C:50]([F:54])([F:53])[CH2:51][NH2:52]. (4) Given the product [Cl:21][C:22]1[CH:23]=[C:24]([N:28]2[C:9]([C:5]3[CH:6]=[CH:7][CH:8]=[C:3]([C:1]#[N:2])[CH:4]=3)=[CH:10][C:11]([C:12]([O:14][CH2:15][CH3:16])=[O:13])=[N:29]2)[CH:25]=[CH:26][CH:27]=1, predict the reactants needed to synthesize it. The reactants are: [C:1]([C:3]1[CH:4]=[C:5](/[C:9](/[O-])=[CH:10]/[C:11](=O)[C:12]([O:14][CH2:15][CH3:16])=[O:13])[CH:6]=[CH:7][CH:8]=1)#[N:2].[Li+].Cl.[Cl:21][C:22]1[CH:23]=[C:24]([NH:28][NH2:29])[CH:25]=[CH:26][CH:27]=1.